This data is from Full USPTO retrosynthesis dataset with 1.9M reactions from patents (1976-2016). The task is: Predict the reactants needed to synthesize the given product. Given the product [C:21]([OH:23])(=[O:22])[CH2:20][CH2:19][CH2:18][CH2:17][CH2:16][CH2:15][CH2:14][CH2:13][CH2:12][CH2:11][CH2:10][CH2:24][CH2:25][CH2:26][CH2:27]/[CH:28]=[CH:29]\[CH2:30]/[CH:31]=[CH:32]\[CH2:33]/[CH:34]=[CH:35]\[CH2:36]/[CH:37]=[CH:38]\[CH2:39][CH2:40][CH2:41][CH2:42][CH3:43], predict the reactants needed to synthesize it. The reactants are: C1(S([CH:10]([CH2:24][CH2:25][CH2:26][CH2:27]/[CH:28]=[CH:29]\[CH2:30]/[CH:31]=[CH:32]\[CH2:33]/[CH:34]=[CH:35]\[CH2:36]/[CH:37]=[CH:38]\[CH2:39][CH2:40][CH2:41][CH2:42][CH3:43])[CH2:11][CH2:12][CH2:13][CH2:14][CH2:15][CH2:16][CH2:17][CH2:18][CH2:19][CH2:20][C:21]([OH:23])=[O:22])(=O)=O)C=CC=CC=1.